Dataset: Full USPTO retrosynthesis dataset with 1.9M reactions from patents (1976-2016). Task: Predict the reactants needed to synthesize the given product. (1) Given the product [C:25]([OH:32])(=[O:31])/[CH:26]=[CH:27]/[C:28]([OH:30])=[O:29].[CH:1]([N:4]1[CH2:9][CH2:8][N:7]([C:10]([C:12]2[CH:13]=[CH:14][C:15]([CH2:18][N:19]3[CH2:20][CH2:21][O:22][CH2:23][CH2:24]3)=[CH:16][CH:17]=2)=[O:11])[CH2:6][CH2:5]1)([CH3:3])[CH3:2], predict the reactants needed to synthesize it. The reactants are: [CH:1]([N:4]1[CH2:9][CH2:8][N:7]([C:10]([C:12]2[CH:17]=[CH:16][C:15]([CH2:18][N:19]3[CH2:24][CH2:23][O:22][CH2:21][CH2:20]3)=[CH:14][CH:13]=2)=[O:11])[CH2:6][CH2:5]1)([CH3:3])[CH3:2].[C:25]([OH:32])(=[O:31])/[CH:26]=[CH:27]/[C:28]([OH:30])=[O:29]. (2) Given the product [F:32][C:2]([F:1])([F:31])[C:3]1[CH:4]=[C:5]([CH:28]=[CH:29][CH:30]=1)[CH2:6][NH:7][C:8](=[O:27])[C:9]1[CH:14]=[CH:13][N:12]=[C:11]([C:15]2[CH:20]=[C:19]([S:21][CH2:22][CH3:23])[CH:18]=[CH:17][C:16]=2[NH2:24])[CH:10]=1, predict the reactants needed to synthesize it. The reactants are: [F:1][C:2]([F:32])([F:31])[C:3]1[CH:4]=[C:5]([CH:28]=[CH:29][CH:30]=1)[CH2:6][NH:7][C:8](=[O:27])[C:9]1[CH:14]=[CH:13][N:12]=[C:11]([C:15]2[CH:20]=[C:19]([S:21][CH2:22][CH3:23])[CH:18]=[CH:17][C:16]=2[N+:24]([O-])=O)[CH:10]=1. (3) Given the product [F:1][C:2]1[CH:7]=[CH:6][CH:5]=[C:4]([F:8])[C:3]=1[N:9]1[C:14]2[N:15]=[C:16]([NH:30][CH2:31][CH2:32][N:33]([CH3:35])[CH3:34])[N:17]=[C:18]([C:19]3[CH:20]=[C:21]([CH:25]=[C:26]([F:29])[C:27]=3[CH3:28])[C:22]([N:38]([CH3:39])[CH3:37])=[O:24])[C:13]=2[CH2:12][NH:11][C:10]1=[O:36], predict the reactants needed to synthesize it. The reactants are: [F:1][C:2]1[CH:7]=[CH:6][CH:5]=[C:4]([F:8])[C:3]=1[N:9]1[C:14]2[N:15]=[C:16]([NH:30][CH2:31][CH2:32][N:33]([CH3:35])[CH3:34])[N:17]=[C:18]([C:19]3[CH:20]=[C:21]([CH:25]=[C:26]([F:29])[C:27]=3[CH3:28])[C:22]([OH:24])=O)[C:13]=2[CH2:12][NH:11][C:10]1=[O:36].[CH3:37][NH:38][CH3:39].C(N(CC)CC)C.CN(C(ON1N=NC2C=CC=CC1=2)=[N+](C)C)C.F[P-](F)(F)(F)(F)F. (4) Given the product [ClH:1].[N:3]1([C:9]2[N:14]=[C:13]([C:15]3[C:16]([C:22]([F:25])([F:23])[F:24])=[CH:17][C:18]([NH2:21])=[N:19][CH:20]=3)[CH:12]=[C:11]([N:26]3[CH2:27][CH2:28][O:29][CH2:30][CH2:31]3)[N:10]=2)[CH2:4][CH2:5][O:6][CH2:7][CH2:8]1, predict the reactants needed to synthesize it. The reactants are: [ClH:1].O.[N:3]1([C:9]2[N:14]=[C:13]([C:15]3[C:16]([C:22]([F:25])([F:24])[F:23])=[CH:17][C:18]([NH2:21])=[N:19][CH:20]=3)[CH:12]=[C:11]([N:26]3[CH2:31][CH2:30][O:29][CH2:28][CH2:27]3)[N:10]=2)[CH2:8][CH2:7][O:6][CH2:5][CH2:4]1.